This data is from Forward reaction prediction with 1.9M reactions from USPTO patents (1976-2016). The task is: Predict the product of the given reaction. (1) Given the reactants C(OC([N:6]1[C:35]2[C:30](=[CH:31][CH:32]=[C:33]([Cl:36])[CH:34]=2)[C:8]2([CH:13]([C:14]3[CH:19]=[CH:18][CH:17]=[C:16]([Cl:20])[CH:15]=3)[CH2:12][C:11](=[O:21])[NH:10][CH:9]2[C:22]2[CH:27]=[CH:26][CH:25]=[C:24]([F:28])[C:23]=2[CH3:29])[C:7]1=[O:37])=O)C.[OH-].[Na+], predict the reaction product. The product is: [Cl:36][C:33]1[CH:34]=[C:35]2[NH:6][C:7](=[O:37])[C:8]3([CH:13]([C:14]4[CH:19]=[CH:18][CH:17]=[C:16]([Cl:20])[CH:15]=4)[CH2:12][C:11](=[O:21])[NH:10][CH:9]3[C:22]3[CH:27]=[CH:26][CH:25]=[C:24]([F:28])[C:23]=3[CH3:29])[C:30]2=[CH:31][CH:32]=1. (2) Given the reactants [OH:1][CH2:2][C:3]([NH:6][C:7]([C:9]1[C:17]2[C:12](=[N:13][CH:14]=[C:15]([N:18]3[C:26]4[C:21](=[CH:22][CH:23]=[CH:24][CH:25]=4)[C:20]([CH:27]4[CH2:32][CH2:31][N:30](C(OC(C)(C)C)=O)[CH2:29][CH2:28]4)=[N:19]3)[N:16]=2)[N:11]([CH2:40][O:41][CH2:42][CH2:43][Si:44]([CH3:47])([CH3:46])[CH3:45])[CH:10]=1)=[O:8])([CH3:5])[CH3:4], predict the reaction product. The product is: [OH:1][CH2:2][C:3]([NH:6][C:7]([C:9]1[C:17]2[C:12](=[N:13][CH:14]=[C:15]([N:18]3[C:26]4[C:21](=[CH:22][CH:23]=[CH:24][CH:25]=4)[C:20]([CH:27]4[CH2:32][CH2:31][NH:30][CH2:29][CH2:28]4)=[N:19]3)[N:16]=2)[N:11]([CH2:40][O:41][CH2:42][CH2:43][Si:44]([CH3:46])([CH3:45])[CH3:47])[CH:10]=1)=[O:8])([CH3:5])[CH3:4]. (3) Given the reactants [CH3:1][S:2][C:3]1[CH:8]=[CH:7][C:6]([N:9]2[CH2:14][CH2:13][NH:12][CH2:11][C:10]2=[O:15])=[CH:5][CH:4]=1.C([O-])([O-])=O.[K+].[K+].[C:22]([O:26][C:27]([N:29]1[CH2:34][CH2:33][CH:32]([CH2:35][CH2:36]OS(C)(=O)=O)[CH2:31][CH2:30]1)=[O:28])([CH3:25])([CH3:24])[CH3:23], predict the reaction product. The product is: [C:22]([O:26][C:27]([N:29]1[CH2:34][CH2:33][CH:32]([CH2:35][CH2:36][N:12]2[CH2:13][CH2:14][N:9]([C:6]3[CH:5]=[CH:4][C:3]([S:2][CH3:1])=[CH:8][CH:7]=3)[C:10](=[O:15])[CH2:11]2)[CH2:31][CH2:30]1)=[O:28])([CH3:25])([CH3:24])[CH3:23]. (4) Given the reactants BrC1C=CC=C2C=1C(=O)C(=O)N2CCCCC.[CH2:18]([O:20][C:21](=[O:34])[CH2:22][N:23]1[C:31]2[C:26](=[CH:27][CH:28]=[CH:29][CH:30]=2)[C:25](=[O:32])[C:24]1=[O:33])[CH3:19].O1C2C=CC(O)=CC=2OC1.[CH:45]1[C:54]2[CH2:53][CH2:52][CH2:51][CH2:50][C:49]=2[CH:48]=[CH:47][C:46]=1[OH:55], predict the reaction product. The product is: [CH2:18]([O:20][C:21](=[O:34])[CH2:22][N:23]1[C:31]2[C:26](=[CH:27][CH:28]=[CH:29][CH:30]=2)[C:25]([OH:32])([C:47]2[C:46]([OH:55])=[CH:45][C:54]3[CH2:53][CH2:52][CH2:51][CH2:50][C:49]=3[CH:48]=2)[C:24]1=[O:33])[CH3:19].